Dataset: Catalyst prediction with 721,799 reactions and 888 catalyst types from USPTO. Task: Predict which catalyst facilitates the given reaction. (1) Reactant: [F:1][C:2]([F:30])([F:29])[C:3]1[N:7]=[C:6]([C:8]2[C:9]3[CH2:28][CH2:27][CH2:26][CH2:25][CH2:24][C:10]=3[S:11][C:12]=2[NH:13][C:14]([C:16]2[CH2:20][CH2:19][CH2:18][C:17]=2[C:21]([OH:23])=[O:22])=[O:15])[O:5][N:4]=1.[CH3:31][Si]([N-][Si](C)(C)C)(C)C.[Li+].C12C(=O)OC(=O)C=1CCCC2. Product: [F:30][C:2]([F:1])([F:29])[C:3]1[N:7]=[C:6]([C:8]2[C:9]3[CH2:28][CH2:27][CH2:26][CH2:25][CH2:24][C:10]=3[S:11][C:12]=2[NH:13][C:14]([C:16]2[CH2:20][CH2:19][CH2:18][CH2:31][C:17]=2[C:21]([OH:23])=[O:22])=[O:15])[O:5][N:4]=1. The catalyst class is: 1. (2) Reactant: Br[C:2]1[CH:7]=[N:6][C:5]2=[C:8]([N:11]([CH2:15][CH2:16][OH:17])[CH2:12][CH2:13][OH:14])[S:9][N:10]=[C:4]2[CH:3]=1.[CH3:18][O:19][C:20]1[CH:21]=[C:22](B(O)O)[CH:23]=[CH:24][C:25]=1[O:26][CH3:27].C([O-])([O-])=O.[K+].[K+]. Product: [CH3:18][O:19][C:20]1[CH:21]=[C:22]([C:2]2[CH:7]=[N:6][C:5]3=[C:8]([N:11]([CH2:15][CH2:16][OH:17])[CH2:12][CH2:13][OH:14])[S:9][N:10]=[C:4]3[CH:3]=2)[CH:23]=[CH:24][C:25]=1[O:26][CH3:27]. The catalyst class is: 73.